This data is from Reaction yield outcomes from USPTO patents with 853,638 reactions. The task is: Predict the reaction yield, written as a fraction of the theoretical maximum amount of product (1.0 means a 100% yield; for example, 0.34 means a 34% yield). (1) The reactants are [F:1][C:2]1[CH:10]=[C:9]([C:11]2[C:15]3[CH:16]=[C:17]([C:20]4[O:21][C:22]([CH3:25])=[N:23][N:24]=4)[CH:18]=[CH:19][C:14]=3[O:13][CH:12]=2)[CH:8]=[CH:7][C:3]=1[C:4]([OH:6])=O.[NH:26]1[CH2:31][CH2:30][O:29][CH2:28][CH2:27]1. No catalyst specified. The product is [F:1][C:2]1[CH:10]=[C:9]([C:11]2[C:15]3[CH:16]=[C:17]([C:20]4[O:21][C:22]([CH3:25])=[N:23][N:24]=4)[CH:18]=[CH:19][C:14]=3[O:13][CH:12]=2)[CH:8]=[CH:7][C:3]=1[C:4]([N:26]1[CH2:31][CH2:30][O:29][CH2:28][CH2:27]1)=[O:6]. The yield is 0.780. (2) The reactants are [NH2:1][C:2]1[CH:3]=[C:4]([C:8]2[C:16]3[C:11](=[CH:12][CH:13]=[C:14](C#N)[CH:15]=3)[N:10]([CH:19]3[CH2:24][CH2:23][CH2:22][CH2:21][O:20]3)[N:9]=2)[CH:5]=[CH:6][CH:7]=1.[CH3:25][O:26][CH2:27][CH2:28][C:29]([OH:31])=O.Cl.[CH3:33][N:34](C)CCCN=C=NCC. The catalyst is ClCCl. The product is [C:33]([CH:22]1[CH2:21][O:20][CH:19]([N:10]2[C:11]3[C:16](=[CH:15][CH:14]=[CH:13][CH:12]=3)[C:8]([C:4]3[CH:3]=[C:2]([NH:1][C:29](=[O:31])[CH2:28][CH2:27][O:26][CH3:25])[CH:7]=[CH:6][CH:5]=3)=[N:9]2)[CH2:24][CH2:23]1)#[N:34]. The yield is 1.00. (3) The reactants are [Cl:1][C:2]1[CH:3]=[C:4]([C:8]2[CH:9]=[C:10]([CH2:16][N:17]3[CH:21]=[C:20]([C:22]#[N:23])[CH:19]=[N:18]3)[CH:11]=[N:12][C:13]=2[O:14][CH3:15])[CH:5]=[CH:6][CH:7]=1.[OH-:24].[Na+].OO.O. The catalyst is CO. The product is [Cl:1][C:2]1[CH:3]=[C:4]([C:8]2[CH:9]=[C:10]([CH2:16][N:17]3[CH:21]=[C:20]([C:22]([NH2:23])=[O:24])[CH:19]=[N:18]3)[CH:11]=[N:12][C:13]=2[O:14][CH3:15])[CH:5]=[CH:6][CH:7]=1. The yield is 0.950. (4) The reactants are [CH2:1]([O:3][C:4]1[CH:9]=[C:8]([O:10][CH2:11][C:12]2[CH:17]=[CH:16][C:15]([O:18][CH3:19])=[CH:14][CH:13]=2)[N:7]=[CH:6][C:5]=1[C:20]1[CH:25]=[CH:24][C:23]([CH2:26][C:27](O)=[O:28])=[C:22]([F:30])[CH:21]=1)[CH3:2].[Br:31][C:32]1[CH:37]=[C:36]([C:38]([CH3:44])([CH3:43])[C:39]([F:42])([F:41])[F:40])[N:35]=[CH:34][C:33]=1[NH2:45].C(P1(=O)OP(CCC)(=O)OP(CCC)(=O)O1)CC.CC(=O)OCC. The catalyst is N1C=CC=CC=1. The product is [Br:31][C:32]1[CH:37]=[C:36]([C:38]([CH3:43])([CH3:44])[C:39]([F:40])([F:41])[F:42])[N:35]=[CH:34][C:33]=1[NH:45][C:27](=[O:28])[CH2:26][C:23]1[CH:24]=[CH:25][C:20]([C:5]2[CH:6]=[N:7][C:8]([O:10][CH2:11][C:12]3[CH:17]=[CH:16][C:15]([O:18][CH3:19])=[CH:14][CH:13]=3)=[CH:9][C:4]=2[O:3][CH2:1][CH3:2])=[CH:21][C:22]=1[F:30]. The yield is 0.517. (5) The reactants are [CH2:1]([O:3][C:4](=[O:32])[CH2:5][N:6]([CH2:17][C:18]([N:20]([N:22]1[CH2:30][C:29]2[C:24](=[CH:25][CH:26]=[C:27]([F:31])[CH:28]=2)[CH2:23]1)[CH3:21])=[O:19])[C:7]1[CH:8]=[C:9]2[C:13](=[CH:14][C:15]=1[CH3:16])[NH:12][N:11]=[CH:10]2)[CH3:2].[CH2:33](I)[CH3:34]. No catalyst specified. The product is [CH2:1]([O:3][C:4](=[O:32])[CH2:5][N:6]([C:7]1[CH:8]=[C:9]2[C:13](=[CH:14][C:15]=1[CH3:16])[N:12]([CH2:33][CH3:34])[N:11]=[CH:10]2)[CH2:17][C:18]([N:20]([N:22]1[CH2:30][C:29]2[C:24](=[CH:25][CH:26]=[C:27]([F:31])[CH:28]=2)[CH2:23]1)[CH3:21])=[O:19])[CH3:2]. The yield is 0.680. (6) The reactants are [CH:1]1[C:2]([C:10]([O:12][CH3:13])=[O:11])=[CH:3][N:4]2[C:9]=1[CH2:8][CH2:7][CH2:6][CH2:5]2.I[CH2:15][C:16]#[N:17].OO. The catalyst is O.O.O.O.O.O.O.S([O-])([O-])(=O)=O.[Fe+2].CS(C)=O. The product is [C:16]([CH2:15][C:3]1[N:4]2[C:9]([CH2:8][CH2:7][CH2:6][CH2:5]2)=[CH:1][C:2]=1[C:10]([O:12][CH3:13])=[O:11])#[N:17]. The yield is 0.780.